This data is from Forward reaction prediction with 1.9M reactions from USPTO patents (1976-2016). The task is: Predict the product of the given reaction. (1) The product is: [OH:1][C@H:2]([C@H:17]1[O:22][CH2:21][CH2:20][N:19]([C:23]2[CH:24]=[CH:25][C:26]([CH3:29])=[CH:27][CH:28]=2)[C:18]1=[O:30])[C:3]1[NH:7][C:6]2[CH:8]=[C:9]([C:12](=[NH:31])[NH2:16])[CH:10]=[CH:11][C:5]=2[N:4]=1. Given the reactants [OH:1][C@H:2]([C@H:17]1[O:22][CH2:21][CH2:20][N:19]([C:23]2[CH:28]=[CH:27][C:26]([CH3:29])=[CH:25][CH:24]=2)[C:18]1=[O:30])[C:3]1[NH:7][C:6]2[CH:8]=[C:9]([C:12](=[NH:16])OCC)[CH:10]=[CH:11][C:5]=2[N:4]=1.[NH3:31], predict the reaction product. (2) Given the reactants [Br:1][C:2]1[CH:7]=[CH:6][C:5]([O:8][CH:9]2[CH2:14][CH2:13][N:12]([C:15]([O:17][CH2:18][C:19]([O:21]CC)=O)=[O:16])[CH2:11][CH2:10]2)=[CH:4][CH:3]=1.[CH3:24][NH2:25], predict the reaction product. The product is: [Br:1][C:2]1[CH:7]=[CH:6][C:5]([O:8][CH:9]2[CH2:14][CH2:13][N:12]([C:15]([O:17][CH2:18][C:19]([NH:25][CH3:24])=[O:21])=[O:16])[CH2:11][CH2:10]2)=[CH:4][CH:3]=1.